Dataset: Catalyst prediction with 721,799 reactions and 888 catalyst types from USPTO. Task: Predict which catalyst facilitates the given reaction. (1) Reactant: CC1(C)CCCC(C)(C)N1.C([Li])CCC.[CH3:16][O:17][C:18]1[N:19]=[N+:20]([O-:24])[CH:21]=[CH:22][CH:23]=1.[Br:25][C:26]1[CH:31]=[CH:30][C:29]([C@H:32]([C:40]2[CH:45]=[CH:44][CH:43]=[CH:42][C:41]=2[CH3:46])[CH2:33][C:34](N(OC)C)=[O:35])=[CH:28][CH:27]=1.[Cl-].[NH4+]. Product: [Br:25][C:26]1[CH:27]=[CH:28][C:29]([C@H:32]([C:40]2[CH:45]=[CH:44][CH:43]=[CH:42][C:41]=2[CH3:46])[CH2:33][C:34]([C:21]2[N+:20]([O-:24])=[N:19][C:18]([O:17][CH3:16])=[CH:23][CH:22]=2)=[O:35])=[CH:30][CH:31]=1. The catalyst class is: 1. (2) Product: [I:21][C:20]1[C:19](=[O:22])[N:18]2[C:23]([CH3:27])=[CH:24][CH:25]=[CH:26][C:17]2=[N:16][C:15]=1[CH:12]([NH:11][C:2]1[N:10]=[CH:9][N:8]=[C:7]2[C:3]=1[N:4]=[CH:5][NH:6]2)[CH2:13][CH3:14]. The catalyst class is: 8. Reactant: Br[C:2]1[N:10]=[CH:9][N:8]=[C:7]2[C:3]=1[N:4]=[CH:5][NH:6]2.[NH2:11][CH:12]([C:15]1[N:16]=[C:17]2[CH:26]=[CH:25][CH:24]=[C:23]([CH3:27])[N:18]2[C:19](=[O:22])[C:20]=1[I:21])[CH2:13][CH3:14].C(N(CC)C(C)C)(C)C.